From a dataset of P-glycoprotein inhibition data for predicting drug efflux from Broccatelli et al.. Regression/Classification. Given a drug SMILES string, predict its absorption, distribution, metabolism, or excretion properties. Task type varies by dataset: regression for continuous measurements (e.g., permeability, clearance, half-life) or binary classification for categorical outcomes (e.g., BBB penetration, CYP inhibition). Dataset: pgp_broccatelli. (1) The molecule is COc1cccc(CCc2ccccc2OCCCN2CCc3ccccc3C2)c1. The result is 1 (inhibitor). (2) The molecule is O=C(c1ccccc1)c1c2n(c3c(N4CCN(CCc5ccccc5)CC4)ncnc13)CCCC2. The result is 1 (inhibitor). (3) The molecule is N#Cc1c2n(c3c(N4CCN(CCc5ccccc5Cl)CC4)ncnc13)CCCC2. The result is 1 (inhibitor). (4) The compound is CCCCCCC[C@@H]1CC(=O)O[C@@H](C(C)C)C(=O)N(C)[C@@H](Cc2ccccc2)[C@H](O)CC(=O)O1. The result is 1 (inhibitor). (5) The result is 1 (inhibitor). The compound is COc1cc2c(cc1OC)CN(CCc1ccc(NC(=O)c3ccccc3[N+](=O)[O-])cc1)CC2. (6) The compound is COc1cc2c(cc1OC)CN(CCc1ccc(NC(=O)c3ccccc3NC(=O)c3ccc(C)cc3)cc1)CC2. The result is 1 (inhibitor). (7) The drug is c1ccc2c(c1)CN1CCCCC1=N2. The result is 0 (non-inhibitor). (8) The molecule is COc1ccc(C(c2ccc(OC)cc2)C(Cl)(Cl)Cl)cc1. The result is 0 (non-inhibitor).